Dataset: Full USPTO retrosynthesis dataset with 1.9M reactions from patents (1976-2016). Task: Predict the reactants needed to synthesize the given product. (1) Given the product [Cl:21][C:16]1[CH:17]=[CH:18][CH:19]=[CH:20][C:15]=1[C:5]1[N:6]([CH2:12][CH2:13][OH:14])[C:7]2[C:3]([N:4]=1)=[C:2]([N:27]1[CH2:26][CH2:25][N:24]3[C:28](=[O:31])[CH2:29][CH2:30][CH:23]3[CH2:22]1)[N:10]=[C:9]([CH3:11])[N:8]=2, predict the reactants needed to synthesize it. The reactants are: Cl[C:2]1[N:10]=[C:9]([CH3:11])[N:8]=[C:7]2[C:3]=1[N:4]=[C:5]([C:15]1[CH:20]=[CH:19][CH:18]=[CH:17][C:16]=1[Cl:21])[N:6]2[CH2:12][CH2:13][OH:14].[CH2:22]1[NH:27][CH2:26][CH2:25][N:24]2[C:28](=[O:31])[CH2:29][CH2:30][CH:23]12.C(N(CC)CC)C. (2) The reactants are: [CH3:1][C:2]1[CH:3]=[CH:4][C:5]([N+:10]([O-:12])=[O:11])=[C:6]([CH2:8]O)[CH:7]=1.P(Br)(Br)[Br:14].C([O-])(O)=O.[Na+]. Given the product [Br:14][CH2:8][C:6]1[CH:7]=[C:2]([CH3:1])[CH:3]=[CH:4][C:5]=1[N+:10]([O-:12])=[O:11], predict the reactants needed to synthesize it. (3) Given the product [I:16][C:2]1[CH:11]=[CH:10][CH:9]=[C:8]2[C:3]=1[CH:4]=[CH:5][CH:6]=[N:7]2, predict the reactants needed to synthesize it. The reactants are: N[C:2]1[CH:11]=[CH:10][CH:9]=[C:8]2[C:3]=1[CH:4]=[CH:5][CH:6]=[N:7]2.N([O-])=O.[Na+].[I-:16].[K+].S([O-])([O-])(=O)=S.[Na+].[Na+]. (4) The reactants are: Br[C:2]1[CH:9]=[CH:8][C:5]([CH:6]=[O:7])=[CH:4][CH:3]=1.[CH2:10]1[C:14]2([CH2:18][CH2:17][NH:16][CH2:15]2)[CH2:13][CH2:12][N:11]1[C:19]([O:21][C:22]([CH3:25])([CH3:24])[CH3:23])=[O:20]. Given the product [CH:6]([C:5]1[CH:8]=[CH:9][C:2]([N:16]2[CH2:17][CH2:18][C:14]3([CH2:10][N:11]([C:19]([O:21][C:22]([CH3:23])([CH3:24])[CH3:25])=[O:20])[CH2:12][CH2:13]3)[CH2:15]2)=[CH:3][CH:4]=1)=[O:7], predict the reactants needed to synthesize it. (5) Given the product [Cl:17][C:12]1[CH:13]=[CH:14][CH:15]=[CH:16][C:11]=1[CH2:10][C@H:9]([NH:8][C:1](=[O:2])[O:3][C:4]([CH3:7])([CH3:6])[CH3:5])[CH2:18][OH:19], predict the reactants needed to synthesize it. The reactants are: [C:1]([NH:8][C@H:9]([C:18](O)=[O:19])[CH2:10][C:11]1[CH:16]=[CH:15][CH:14]=[CH:13][C:12]=1[Cl:17])([O:3][C:4]([CH3:7])([CH3:6])[CH3:5])=[O:2].C(O)(=O)C. (6) Given the product [CH3:15][C:14]1[C:3]2[C:4](=[N:5][C:6]3[C:11]([C:2]=2[NH2:22])=[CH:10][CH:9]=[CH:8][CH:7]=3)[N:12]([C:16]2[CH:21]=[CH:20][CH:19]=[CH:18][N:17]=2)[N:13]=1, predict the reactants needed to synthesize it. The reactants are: Cl[C:2]1[C:11]2[C:6](=[CH:7][CH:8]=[CH:9][CH:10]=2)[N:5]=[C:4]2[N:12]([C:16]3[CH:21]=[CH:20][CH:19]=[CH:18][N:17]=3)[N:13]=[C:14]([CH3:15])[C:3]=12.[N-:22]=[N+]=[N-].[Na+].O. (7) Given the product [Br:1][C:2]1[S:3][C:4]([Br:18])=[C:5]([C:12]2[CH:17]=[CH:16][CH:15]=[CH:14][CH:13]=2)[C:6]=1[C:7]([OH:9])=[O:8], predict the reactants needed to synthesize it. The reactants are: [Br:1][C:2]1[S:3][C:4]([Br:18])=[C:5]([C:12]2[CH:17]=[CH:16][CH:15]=[CH:14][CH:13]=2)[C:6]=1[C:7]([O:9]CC)=[O:8].[OH-].[K+]. (8) Given the product [CH:1]1([C:4]2[N:9]3[N:10]=[CH:11][C:12]([C:13]#[C:14][C:26]4[CH:27]=[CH:28][C:29]([O:41][CH3:42])=[C:30]([S:32]([NH:35][C:36]([CH3:39])([CH3:40])[CH2:37][OH:38])(=[O:34])=[O:33])[CH:31]=4)=[C:8]3[N:7]=[C:6]([C:15]3[CH:16]=[CH:17][C:18]([C:21]([F:22])([F:23])[F:24])=[CH:19][CH:20]=3)[CH:5]=2)[CH2:3][CH2:2]1, predict the reactants needed to synthesize it. The reactants are: [CH:1]1([C:4]2[N:9]3[N:10]=[CH:11][C:12]([C:13]#[CH:14])=[C:8]3[N:7]=[C:6]([C:15]3[CH:20]=[CH:19][C:18]([C:21]([F:24])([F:23])[F:22])=[CH:17][CH:16]=3)[CH:5]=2)[CH2:3][CH2:2]1.Br[C:26]1[CH:27]=[CH:28][C:29]([O:41][CH3:42])=[C:30]([S:32]([NH:35][C:36]([CH3:40])([CH3:39])[CH2:37][OH:38])(=[O:34])=[O:33])[CH:31]=1. (9) Given the product [CH3:30][O:31][C:32]1[CH:37]=[C:36]([O:38][CH3:39])[CH:35]=[CH:34][C:33]=1[C:9]1[N:10]=[C:11]([CH2:28][CH3:29])[C:12]([NH:17][C@@H:18]2[C:26]3[C:21](=[CH:22][CH:23]=[CH:24][CH:25]=3)[CH2:20][C@@H:19]2[OH:27])=[N:13][C:14]=1[CH2:15][CH3:16], predict the reactants needed to synthesize it. The reactants are: ClC1C=C(Cl)C=CC=1[C:9]1[N:10]=[C:11]([CH2:28][CH3:29])[C:12]([NH:17][C@@H:18]2[C:26]3[C:21](=[CH:22][CH:23]=[CH:24][CH:25]=3)[CH2:20][C@@H:19]2[OH:27])=[N:13][C:14]=1[CH2:15][CH3:16].[CH3:30][O:31][C:32]1[CH:37]=[C:36]([O:38][CH3:39])[CH:35]=[CH:34][C:33]=1B(O)O.